From a dataset of Reaction yield outcomes from USPTO patents with 853,638 reactions. Predict the reaction yield, written as a fraction of the theoretical maximum amount of product (1.0 means a 100% yield; for example, 0.34 means a 34% yield). (1) The reactants are [Cl:1][C:2]1[CH:3]=[CH:4][C:5]2[N:6]([C:8]([CH3:14])=[C:9]([C:11]([NH2:13])=O)[N:10]=2)[N:7]=1.FC(F)(F)C(OC(=O)C(F)(F)F)=O.Cl. The catalyst is N1C=CC=CC=1.O. The product is [Cl:1][C:2]1[CH:3]=[CH:4][C:5]2[N:6]([C:8]([CH3:14])=[C:9]([C:11]#[N:13])[N:10]=2)[N:7]=1. The yield is 0.860. (2) The reactants are [CH3:1][O:2][C:3]1[CH:4]=[C:5]([CH2:10][CH2:11][N:12]2[CH2:17][CH2:16][N:15]([CH2:18][CH2:19][CH2:20][C:21]3[CH:26]=[CH:25][CH:24]=[CH:23][CH:22]=3)[CH2:14][CH2:13]2)[CH:6]=[CH:7][C:8]=1[OH:9].[ClH:27]. The catalyst is C(O)C. The product is [ClH:27].[ClH:27].[CH3:1][O:2][C:3]1[CH:4]=[C:5]([CH2:10][CH2:11][N:12]2[CH2:13][CH2:14][N:15]([CH2:18][CH2:19][CH2:20][C:21]3[CH:26]=[CH:25][CH:24]=[CH:23][CH:22]=3)[CH2:16][CH2:17]2)[CH:6]=[CH:7][C:8]=1[OH:9]. The yield is 0.570. (3) The product is [F:20][CH:19]([F:21])[CH2:8][N:4]1[C:5]2[C:6](=[C:7]3[C:12](=[CH:13][CH:14]=2)[N:11]=[C:10]([O:15][CH:16]([CH3:18])[CH3:17])[CH:9]=[C:8]3[C:19]([F:21])([F:22])[F:20])[O:23][CH2:24][C@H:3]1[CH2:1][CH3:2]. The yield is 0.530. The catalyst is FC(F)C(O)=O. The reactants are [CH2:1]([C@@H:3]1[CH2:24][O:23][C:6]2=[C:7]3[C:12](=[CH:13][CH:14]=[C:5]2[NH:4]1)[N:11]=[C:10]([O:15][CH:16]([CH3:18])[CH3:17])[CH:9]=[C:8]3[C:19]([F:22])([F:21])[F:20])[CH3:2].[BH4-].[Na+]. (4) The catalyst is CO. The reactants are [Cl:1][C:2]1[N:7]=[C:6]([CH2:8][C:9]([C:11]2[CH:16]=[CH:15][C:14]([F:17])=[CH:13][CH:12]=2)=O)[CH:5]=[CH:4][CH:3]=1.Cl.[NH2:19][OH:20].[OH-].[Na+]. The yield is 0.860. The product is [Cl:1][C:2]1[N:7]=[C:6]([CH2:8][C:9]([C:11]2[CH:16]=[CH:15][C:14]([F:17])=[CH:13][CH:12]=2)=[N:19][OH:20])[CH:5]=[CH:4][CH:3]=1. (5) The reactants are [F:1][C:2]([F:12])([F:11])[C:3]1[CH:10]=[CH:9][C:6]([CH2:7][NH2:8])=[CH:5][CH:4]=1.Br[C:14]1[CH:23]=[N:22][CH:21]=[CH:20][C:15]=1[C:16]([O:18][CH3:19])=[O:17]. No catalyst specified. The product is [F:1][C:2]([F:11])([F:12])[C:3]1[CH:10]=[CH:9][C:6]([CH2:7][NH:8][C:20]2[CH:21]=[N:22][CH:23]=[CH:14][C:15]=2[C:16]([O:18][CH3:19])=[O:17])=[CH:5][CH:4]=1. The yield is 0.400. (6) The reactants are [CH3:1][O:2][C:3]1[CH:4]=[C:5]2[C:10](=[CH:11][C:12]=1[O:13][CH3:14])[C:9](=[O:15])[NH:8][CH2:7]/[C:6]/2=[CH:16]\[C:17]([O:19]CC)=[O:18].[Li+].[OH-]. The catalyst is CO.C1COCC1. The product is [CH3:1][O:2][C:3]1[CH:4]=[C:5]2[C:10](=[CH:11][C:12]=1[O:13][CH3:14])[C:9](=[O:15])[NH:8][CH2:7]/[C:6]/2=[CH:16]\[C:17]([OH:19])=[O:18]. The yield is 0.770. (7) The reactants are [N:1]1([C:11]([O:13][C:14]([CH3:17])([CH3:16])[CH3:15])=[O:12])[CH2:6][CH2:5][NH:4][CH2:3][CH:2]1[C:7]([O:9][CH3:10])=[O:8].C([O-])([O-])=O.[K+].[K+].F[C:25]1[CH:30]=[CH:29][C:28]([N+:31]([O-:33])=[O:32])=[CH:27][CH:26]=1. The catalyst is CN(C=O)C. The product is [N+:31]([C:28]1[CH:29]=[CH:30][C:25]([N:4]2[CH2:5][CH2:6][N:1]([C:11]([O:13][C:14]([CH3:17])([CH3:16])[CH3:15])=[O:12])[CH:2]([C:7]([O:9][CH3:10])=[O:8])[CH2:3]2)=[CH:26][CH:27]=1)([O-:33])=[O:32]. The yield is 0.870. (8) The reactants are [Br:1][C:2]1[CH:8]=[CH:7][C:5]([NH2:6])=[C:4](I)[CH:3]=1.[C:10]([O:14][CH2:15][CH3:16])(=[O:13])[CH:11]=[CH2:12].C(=O)(O)[O-].[Na+]. The product is [NH2:6][C:5]1[CH:7]=[CH:8][C:2]([Br:1])=[CH:3][C:4]=1/[CH:12]=[CH:11]/[C:10]([O:14][CH2:15][CH3:16])=[O:13]. The yield is 0.770. The catalyst is CN(C=O)C.C([O-])(=O)C.[Pd+2].C([O-])(=O)C. (9) The reactants are [N:1]1[CH:6]=[CH:5][C:4]([C:7]2([C:20](OCC)=[O:21])[CH2:12][CH2:11][N:10]([C:13]([O:15][C:16]([CH3:19])([CH3:18])[CH3:17])=[O:14])[CH2:9][CH2:8]2)=[CH:3][CH:2]=1.C(#N)C.C(=O)=O.[H-].[Al+3].[Li+].[H-].[H-].[H-].[OH-].[Na+].S([O-])([O-])(=O)=O.[Na+].[Na+]. The catalyst is O1CCCC1.C(OCC)(=O)C.O. The product is [OH:21][CH2:20][C:7]1([C:4]2[CH:3]=[CH:2][N:1]=[CH:6][CH:5]=2)[CH2:8][CH2:9][N:10]([C:13]([O:15][C:16]([CH3:18])([CH3:19])[CH3:17])=[O:14])[CH2:11][CH2:12]1. The yield is 0.410.